Dataset: Reaction yield outcomes from USPTO patents with 853,638 reactions. Task: Predict the reaction yield, written as a fraction of the theoretical maximum amount of product (1.0 means a 100% yield; for example, 0.34 means a 34% yield). (1) The reactants are N1C=CC=CC=1.[CH:7]1([NH:13][C:14]2[N:19]3[N:20]=[C:21]([NH2:23])[N:22]=[C:18]3[CH:17]=[CH:16][CH:15]=2)[CH2:12][CH2:11][CH2:10][CH2:9][CH2:8]1.Cl.Cl[CH2:26][C:27]1[N:32]=[CH:31][C:30]([C:33](Cl)=[O:34])=[CH:29][CH:28]=1.[NH:36]1[CH2:41][CH2:40][O:39][CH2:38][CH2:37]1. The catalyst is C(Cl)Cl.C1COCC1. The product is [CH:7]1([NH:13][C:14]2[N:19]3[N:20]=[C:21]([NH:23][C:33](=[O:34])[C:30]4[CH:29]=[CH:28][C:27]([CH2:26][N:36]5[CH2:41][CH2:40][O:39][CH2:38][CH2:37]5)=[N:32][CH:31]=4)[N:22]=[C:18]3[CH:17]=[CH:16][CH:15]=2)[CH2:8][CH2:9][CH2:10][CH2:11][CH2:12]1. The yield is 0.0900. (2) The reactants are [OH:1][C:2]1[CH:11]=[CH:10][C:5]([C:6]([O:8][CH3:9])=[O:7])=[CH:4][C:3]=1[O:12][CH3:13].Br[CH2:15][CH2:16][CH2:17][CH2:18][Cl:19].C(=O)([O-])[O-].[K+].[K+]. The catalyst is C(#N)C. The product is [Cl:19][CH2:18][CH2:17][CH2:16][CH2:15][O:1][C:2]1[CH:11]=[CH:10][C:5]([C:6]([O:8][CH3:9])=[O:7])=[CH:4][C:3]=1[O:12][CH3:13]. The yield is 0.900.